Predict the reactants needed to synthesize the given product. From a dataset of Full USPTO retrosynthesis dataset with 1.9M reactions from patents (1976-2016). (1) Given the product [C:1]1([C:21]2[CH:22]=[CH:23][CH:24]=[CH:25][CH:26]=2)[CH:6]=[CH:5][C:4]([C:7]2[C:8]([CH3:20])=[N:9][N:10]([C:13]3[CH:14]=[C:15]([CH:16]=[CH:17][CH:18]=3)[O:19][C:28]3[CH:29]=[C:30]([CH:38]=[CH:39][CH:40]=3)[O:31][C:32]3[CH:37]=[CH:36][CH:35]=[CH:34][N:33]=3)[C:11]=2[CH3:12])=[CH:3][CH:2]=1, predict the reactants needed to synthesize it. The reactants are: [C:1]1([C:21]2[CH:26]=[CH:25][CH:24]=[CH:23][CH:22]=2)[CH:6]=[CH:5][C:4]([C:7]2[C:8]([CH3:20])=[N:9][N:10]([C:13]3[CH:14]=[C:15]([OH:19])[CH:16]=[CH:17][CH:18]=3)[C:11]=2[CH3:12])=[CH:3][CH:2]=1.Br[C:28]1[CH:29]=[C:30]([CH:38]=[CH:39][CH:40]=1)[O:31][C:32]1[CH:37]=[CH:36][CH:35]=[CH:34][N:33]=1.N1C=CC=CC=1C(O)=O.[O-]P([O-])([O-])=O.[K+].[K+].[K+]. (2) Given the product [C:22]([O:21][C:19](=[O:26])[NH:20][C:2]1[CH:3]=[N:4][CH:5]=[C:6]([F:18])[C:7]=1[C:8]1[CH2:9][CH2:10][N:11]([CH:14]2[CH2:17][O:16][CH2:15]2)[CH2:12][CH:13]=1)([CH3:25])([CH3:24])[CH3:23], predict the reactants needed to synthesize it. The reactants are: Cl[C:2]1[CH:3]=[N:4][CH:5]=[C:6]([F:18])[C:7]=1[C:8]1[CH2:9][CH2:10][N:11]([CH:14]2[CH2:17][O:16][CH2:15]2)[CH2:12][CH:13]=1.[C:19](=[O:26])([O:21][C:22]([CH3:25])([CH3:24])[CH3:23])[NH2:20].CC(C)([O-])C.[Na+].CC(C1C=C(C(C)C)C(C2C(P(C3CCCCC3)C3CCCCC3)=C(OC)C=CC=2OC)=C(C(C)C)C=1)C. (3) Given the product [F:12][C:2]([S:3][C:4]1[CH:10]=[CH:9][C:7]([N:8]2[CH:13]=[C:33]([C:32]([OH:35])=[O:34])[N:23]=[CH:26]2)=[CH:6][CH:5]=1)([F:11])[F:1], predict the reactants needed to synthesize it. The reactants are: [F:1][C:2]([F:12])([F:11])[S:3][C:4]1[CH:10]=[CH:9][C:7]([NH2:8])=[CH:6][CH:5]=1.[CH:13](OCC)(OCC)OCC.[N+:23]([CH2:26]C(OCC)=O)([O-])=O.[C:32]([OH:35])(=[O:34])[CH3:33]. (4) Given the product [NH2:44][C@H:41]([C:42]([OH:63])=[O:43])[CH2:40][C:39]1[C:3]2[C:2](=[CH:1][CH:6]=[CH:5][CH:4]=2)[NH:33][CH:34]=1, predict the reactants needed to synthesize it. The reactants are: [CH2:1]1[C@H:6](N)[C@@H:5](O[C@H]2O[C@H](CN)[C@@H](O)[C@H](O)[C@H]2O)[C@H:4](O)[C@@H:3](O[C@H]2O[C@H](CO)[C@@H](O)[C@H](N)[C@H]2O)[C@@H:2]1[NH2:33].[CH:34]1[C:39]([C@@H:40](O)[C@H:41]([NH:44]C(C(Cl)Cl)=O)[CH2:42][OH:43])=CC=C([N+]([O-])=O)C=1.CC(S[C@@H]1[O:63][C@H](CO)[C@H](O)[C@H](O)[C@H]1O)C. (5) Given the product [CH:32]1([N:24]2[C:22]3[N:23]=[C:18]([NH:17][C:14]4[CH:13]=[CH:12][C:11]([C:9]([N:3]5[CH2:4][CH:5]6[N:8]([CH:48]([CH3:52])[CH2:47][OH:46])[CH:1]([CH2:7][CH2:6]6)[CH2:2]5)=[O:10])=[CH:16][N:15]=4)[N:19]=[CH:20][C:21]=3[CH:26]=[C:25]2[C:27]([N:29]([CH3:31])[CH3:30])=[O:28])[CH2:33][CH2:34][CH2:35][CH2:36]1, predict the reactants needed to synthesize it. The reactants are: [CH:1]12[NH:8][CH:5]([CH2:6][CH2:7]1)[CH2:4][N:3]([C:9]([C:11]1[CH:12]=[CH:13][C:14]([NH:17][C:18]3[N:19]=[CH:20][C:21]4[CH:26]=[C:25]([C:27]([N:29]([CH3:31])[CH3:30])=[O:28])[N:24]([CH:32]5[CH2:36][CH2:35][CH2:34][CH2:33]5)[C:22]=4[N:23]=3)=[N:15][CH:16]=1)=[O:10])[CH2:2]2.C(O[BH-]([O:46][C:47](=O)[CH3:48])OC(=O)C)(=O)C.[Na+].Cl[CH2:52]Cl. (6) Given the product [Br:1][C:2]1[CH:6]=[N:5][N:4]([CH3:7])[C:3]=1[NH:8][C:9]([C:10]1[CH:11]=[C:12]([C:23]2[CH:24]=[CH:25][C:20]([C:19]([F:30])([F:29])[F:18])=[CH:21][CH:22]=2)[CH:13]=[CH:14][CH:15]=1)=[O:17], predict the reactants needed to synthesize it. The reactants are: [Br:1][C:2]1[CH:6]=[N:5][N:4]([CH3:7])[C:3]=1[NH:8][C:9](=[O:17])[C:10]1[CH:15]=[CH:14][CH:13]=[C:12](I)[CH:11]=1.[F:18][C:19]([F:30])([F:29])[C:20]1[CH:25]=[CH:24][C:23](B(O)O)=[CH:22][CH:21]=1.C(=O)([O-])[O-].[Cs+].[Cs+].COCCOC. (7) Given the product [Cl:1][C:2]1[CH:3]=[C:4]2[C:8](=[C:9]([F:11])[CH:10]=1)[N:7]([CH:12]1[CH2:16][CH2:15][S:14](=[O:18])(=[O:17])[CH2:13]1)[C:6]([CH2:19][N:33]1[C:37]3=[CH:38][N:39]=[CH:40][CH:41]=[C:36]3[C:35]3([CH2:42][CH2:43]3)[C:34]1=[O:44])=[CH:5]2, predict the reactants needed to synthesize it. The reactants are: [Cl:1][C:2]1[CH:3]=[C:4]2[C:8](=[C:9]([F:11])[CH:10]=1)[N:7]([CH:12]1[CH2:16][CH2:15][S:14](=[O:18])(=[O:17])[CH2:13]1)[C:6]([CH2:19]O)=[CH:5]2.C(N(CC)CC)C.CS(Cl)(=O)=O.[NH:33]1[C:37]2=[CH:38][N:39]=[CH:40][CH:41]=[C:36]2[C:35]2([CH2:43][CH2:42]2)[C:34]1=[O:44].CC([O-])(C)C.[Na+].